Dataset: Forward reaction prediction with 1.9M reactions from USPTO patents (1976-2016). Task: Predict the product of the given reaction. Given the reactants [Cl:1][C:2]1[CH:19]=[CH:18][C:5]([NH:6][CH2:7][C:8]2[CH:13]=[CH:12][C:11]([O:14][CH3:15])=[CH:10][C:9]=2[O:16][CH3:17])=[C:4]([C:20]([C:22]2[CH:27]=[CH:26][CH:25]=[C:24]([O:28][CH3:29])[C:23]=2[O:30][CH3:31])=[CH2:21])[CH:3]=1.C(=O)([O-])O.[Na+].[Cl:37][CH:38]([C:43](Cl)=[O:44])[C:39]([O:41][CH3:42])=[O:40].C(Cl)(Cl)Cl, predict the reaction product. The product is: [Cl:37][CH:38]([C:43]([N:6]([CH2:7][C:8]1[CH:13]=[CH:12][C:11]([O:14][CH3:15])=[CH:10][C:9]=1[O:16][CH3:17])[C:5]1[CH:18]=[CH:19][C:2]([Cl:1])=[CH:3][C:4]=1[C:20]([C:22]1[CH:27]=[CH:26][CH:25]=[C:24]([O:28][CH3:29])[C:23]=1[O:30][CH3:31])=[CH2:21])=[O:44])[C:39]([O:41][CH3:42])=[O:40].